This data is from Forward reaction prediction with 1.9M reactions from USPTO patents (1976-2016). The task is: Predict the product of the given reaction. (1) Given the reactants [C:1]([C:3]1[CH:8]=[CH:7][C:6]([N:9]2[CH2:14][CH2:13][N:12]([C:15]([O:17][C:18]([CH3:21])([CH3:20])[CH3:19])=[O:16])[CH2:11][CH2:10]2)=[C:5]([CH3:22])[CH:4]=1)#N.[OH-:23].[Na+].[OH2:25], predict the reaction product. The product is: [C:18]([O:17][C:15]([N:12]1[CH2:13][CH2:14][N:9]([C:6]2[CH:7]=[CH:8][C:3]([C:1]([OH:25])=[O:23])=[CH:4][C:5]=2[CH3:22])[CH2:10][CH2:11]1)=[O:16])([CH3:21])([CH3:20])[CH3:19]. (2) Given the reactants B.C1COCC1.[Br:7][C:8]1[CH:13]=[CH:12][C:11]([Cl:14])=[CH:10][C:9]=1[CH2:15][C:16]([NH2:18])=O.Cl.CO, predict the reaction product. The product is: [Br:7][C:8]1[CH:13]=[CH:12][C:11]([Cl:14])=[CH:10][C:9]=1[CH2:15][CH2:16][NH2:18]. (3) Given the reactants [OH:1][C@@H:2]1[CH2:9][N:8]([CH2:10][CH2:11][C@H:12]([N:15]2[C:21](=[O:22])[CH2:20][CH2:19][NH:18][CH2:17][CH2:16]2)[CH2:13][OH:14])[CH2:7][CH2:6][C:3]21[CH2:5][CH2:4]2.C(N(CC)CC)C.Cl[Si](C)(C)C.[Cl:35][C:36]1[CH:37]=[C:38]([N:43]=[C:44]=[O:45])[CH:39]=[CH:40][C:41]=1[Cl:42], predict the reaction product. The product is: [Cl:35][C:36]1[CH:37]=[C:38]([NH:43][C:44]([N:18]2[CH2:19][CH2:20][C:21](=[O:22])[N:15]([C@H:12]([CH2:13][OH:14])[CH2:11][CH2:10][N:8]3[CH2:7][CH2:6][C:3]4([CH2:4][CH2:5]4)[C@H:2]([OH:1])[CH2:9]3)[CH2:16][CH2:17]2)=[O:45])[CH:39]=[CH:40][C:41]=1[Cl:42].